This data is from Forward reaction prediction with 1.9M reactions from USPTO patents (1976-2016). The task is: Predict the product of the given reaction. (1) Given the reactants [CH2:1]([O:3][C:4](=[O:16])[CH2:5][N:6]1[C:14]2[C:9](=[C:10]([OH:15])[CH:11]=[CH:12][CH:13]=2)[CH:8]=[CH:7]1)[CH3:2].[CH3:17][C:18]1[C:23]([CH2:24][CH2:25]O)=[CH:22][CH:21]=[C:20]([C:27]2[CH:32]=[CH:31][C:30]([C:33]([F:36])([F:35])[F:34])=[CH:29][CH:28]=2)[N:19]=1.N(C(OC(C)(C)C)=O)=NC(OC(C)(C)C)=O.C1(P(C2C=CC=CC=2)C2C=CC=CC=2)C=CC=CC=1, predict the reaction product. The product is: [CH2:1]([O:3][C:4](=[O:16])[CH2:5][N:6]1[C:14]2[C:9](=[C:10]([O:15][CH2:25][CH2:24][C:23]3[C:18]([CH3:17])=[N:19][C:20]([C:27]4[CH:32]=[CH:31][C:30]([C:33]([F:36])([F:34])[F:35])=[CH:29][CH:28]=4)=[CH:21][CH:22]=3)[CH:11]=[CH:12][CH:13]=2)[CH:8]=[CH:7]1)[CH3:2]. (2) Given the reactants [CH3:1][CH2:2]CC[O-].[Na+].[Cl:7][C:8]1[CH:13]=[CH:12][C:11]([N:14]2[C:19](=[O:20])[CH:18]=[C:17]([C:21]([F:24])([F:23])[F:22])[N:16]([CH3:25])[C:15]2=[O:26])=[CH:10][C:9]=1[CH:27]=[C:28]([Cl:34])[C:29]([O:31][CH2:32][CH3:33])=[O:30].Cl.O, predict the reaction product. The product is: [Cl:7][C:8]1[CH:13]=[CH:12][C:11]([N:14]2[C:19](=[O:20])[CH:18]=[C:17]([C:21]([F:24])([F:23])[F:22])[N:16]([CH3:25])[C:15]2=[O:26])=[CH:10][C:9]=1[CH:27]=[C:28]([Cl:34])[C:29]([O:31][CH2:32][CH2:33][CH2:1][CH3:2])=[O:30]. (3) Given the reactants [CH3:1][N:2]1[CH:7]=[C:6]([C:8]2[C:17]3[O:16][CH:15]([C:18]4[CH:23]=[CH:22][CH:21]=[CH:20][CH:19]=4)[C:14](=[O:24])[NH:13][C:12]=3[CH:11]=[CH:10][CH:9]=2)[C:5]2[CH:25]=[CH:26][N:27](S(C3C=CC(C)=CC=3)(=O)=O)[C:4]=2[C:3]1=[O:38].FC(F)(F)C(O)=O, predict the reaction product. The product is: [CH3:1][N:2]1[CH:7]=[C:6]([C:8]2[C:17]3[O:16][CH:15]([C:18]4[CH:23]=[CH:22][CH:21]=[CH:20][CH:19]=4)[C:14](=[O:24])[NH:13][C:12]=3[CH:11]=[CH:10][CH:9]=2)[C:5]2[CH:25]=[CH:26][NH:27][C:4]=2[C:3]1=[O:38]. (4) Given the reactants CNC.[CH3:4][N:5]([CH3:16])[CH2:6][C:7]1[CH:12]=[CH:11][C:10]([N+:13]([O-])=O)=[CH:9][CH:8]=1.[BH4-].[Na+], predict the reaction product. The product is: [CH3:16][N:5]([CH2:6][C:7]1[CH:8]=[CH:9][C:10]([NH2:13])=[CH:11][CH:12]=1)[CH3:4]. (5) Given the reactants [NH:1]1[CH:5]=[N:4][C:3]([C:6]2[CH:7]=[CH:8][C:9]3[N:10]([CH:12]=[C:13]([C:15]([O:17]CC)=[O:16])[N:14]=3)[CH:11]=2)=[N:2]1.CC(C)(OC(NC1N=C(C2C=CC3N(C=C(C(O)=O)N=3)C=2)C=CC=1)=O)C, predict the reaction product. The product is: [NH:1]1[CH:5]=[N:4][C:3]([C:6]2[CH:7]=[CH:8][C:9]3[N:10]([CH:12]=[C:13]([C:15]([OH:17])=[O:16])[N:14]=3)[CH:11]=2)=[N:2]1. (6) Given the reactants C([O:5][N:6]=[C:7]1[C:16]2[C:11](=[CH:12][CH:13]=[C:14]([O:17][CH2:18][CH2:19][Cl:20])[CH:15]=2)[O:10][C:9]([C:21]2[N:26]=[CH:25][N:24]3[CH:27]=[CH:28][CH:29]=[C:23]3[CH:22]=2)=[CH:8]1)(C)(C)C.[O:30]1[CH2:36][CH2:35][CH2:34][NH:33][CH2:32][CH2:31]1, predict the reaction product. The product is: [ClH:20].[O:30]1[CH2:36][CH2:35][CH2:34][N:33]([CH2:19][CH2:18][O:17][C:14]2[CH:15]=[C:16]3[C:11](=[CH:12][CH:13]=2)[O:10][C:9]([C:21]2[N:26]=[CH:25][N:24]4[CH:27]=[CH:28][CH:29]=[C:23]4[CH:22]=2)=[CH:8][C:7]3=[N:6][OH:5])[CH2:32][CH2:31]1.